This data is from Full USPTO retrosynthesis dataset with 1.9M reactions from patents (1976-2016). The task is: Predict the reactants needed to synthesize the given product. Given the product [NH2:8][C@H:9]1[CH2:18][CH2:17][C:16]2[C:15]([NH:19][C:20](=[O:25])[C:21]([OH:24])([CH3:23])[CH3:22])=[CH:14][CH:13]=[CH:12][C:11]=2[CH2:10]1, predict the reactants needed to synthesize it. The reactants are: C([N:8](CC1C=CC=CC=1)[C@H:9]1[CH2:18][CH2:17][C:16]2[C:15]([NH:19][C:20](=[O:25])[C:21]([OH:24])([CH3:23])[CH3:22])=[CH:14][CH:13]=[CH:12][C:11]=2[CH2:10]1)C1C=CC=CC=1.C([O-])=O.[NH4+].